From a dataset of Catalyst prediction with 721,799 reactions and 888 catalyst types from USPTO. Predict which catalyst facilitates the given reaction. (1) Product: [CH2:1]([O:3][C:4]([C:6]1[C:7]([CH3:31])=[C:8]2[C:13](=[CH:14][C:15]=1[CH3:16])[N:12]=[C:11]([CH2:17][O:18][C:40](=[O:68])[NH:41][CH2:42][CH3:48])[N:10]([C:19]1[CH:24]=[CH:23][CH:22]=[CH:21][C:20]=1[S:25](=[O:29])(=[O:28])[NH:26][CH3:27])[C:9]2=[O:30])=[O:5])[CH3:2]. Reactant: [CH2:1]([O:3][C:4]([C:6]1[C:7]([CH3:31])=[C:8]2[C:13](=[CH:14][C:15]=1[CH3:16])[N:12]=[C:11]([CH2:17][OH:18])[N:10]([C:19]1[CH:24]=[CH:23][CH:22]=[CH:21][C:20]=1[S:25](=[O:29])(=[O:28])[NH:26][CH3:27])[C:9]2=[O:30])=[O:5])[CH3:2].C(OC(C1C(C)=C2C(=CC=1C)N=[C:42]([CH2:48]OCC1C=CC=CC=1)[N:41](C1C=CC=CC=1S(=O)(=O)NC)[C:40]2=[O:68])=O)C.C(OCC)C. The catalyst class is: 123. (2) Reactant: [NH2:1][C:2]1[CH:3]=[C:4]([C:8]2[C:17]3[C:12](=[C:13]([C:18]4[CH:23]=[CH:22][CH:21]=[CH:20][CH:19]=4)[CH:14]=[CH:15][CH:16]=3)[C:11]([NH:24][CH2:25][C:26]3[CH:31]=[CH:30][CH:29]=[CH:28][CH:27]=3)=[N:10][N:9]=2)[CH:5]=[N:6][CH:7]=1.N1C=CC=CC=1.[C:38](Cl)(=[O:43])[O:39][CH:40]([CH3:42])[CH3:41]. Product: [CH2:25]([NH:24][C:11]1[C:12]2[C:17](=[CH:16][CH:15]=[CH:14][C:13]=2[C:18]2[CH:23]=[CH:22][CH:21]=[CH:20][CH:19]=2)[C:8]([C:4]2[CH:3]=[C:2]([NH:1][C:38](=[O:43])[O:39][CH:40]([CH3:42])[CH3:41])[CH:7]=[N:6][CH:5]=2)=[N:9][N:10]=1)[C:26]1[CH:31]=[CH:30][CH:29]=[CH:28][CH:27]=1. The catalyst class is: 2. (3) Reactant: [C:1]([Si:5]([CH3:17])([CH3:16])[O:6][C:7]1[CH:8]=[C:9]([C:13](=[O:15])[CH3:14])[CH:10]=[CH:11][CH:12]=1)([CH3:4])([CH3:3])[CH3:2].[BH4-].[Na+]. Product: [C:1]([Si:5]([CH3:17])([CH3:16])[O:6][C:7]1[CH:8]=[C:9]([CH:13]([OH:15])[CH3:14])[CH:10]=[CH:11][CH:12]=1)([CH3:2])([CH3:4])[CH3:3]. The catalyst class is: 5. (4) Reactant: Cl.[Br:2][C:3]1[CH:8]=[CH:7][C:6]([C@H:9]2[CH2:14][N:13](C(OC(C)(C)C)=O)[CH2:12][CH2:11][N:10]2C(OC(C)(C)C)=O)=[CH:5][CH:4]=1. Product: [Br:2][C:3]1[CH:4]=[CH:5][C:6]([C@H:9]2[CH2:14][NH:13][CH2:12][CH2:11][NH:10]2)=[CH:7][CH:8]=1. The catalyst class is: 370. (5) Reactant: [C:1]([C:3]1([C:7]2[CH:8]=[C:9]([CH:14]=[CH:15][CH:16]=2)[C:10]([O:12]C)=[O:11])[CH2:6][CH2:5][CH2:4]1)#[N:2].[OH-].[Li+].O1CCCC1.CO. Product: [C:1]([C:3]1([C:7]2[CH:8]=[C:9]([CH:14]=[CH:15][CH:16]=2)[C:10]([OH:12])=[O:11])[CH2:4][CH2:5][CH2:6]1)#[N:2]. The catalyst class is: 6. (6) Reactant: [CH3:1][C:2]1[CH:3]=[CH:4][C:5]2[O:9][N:8]=[C:7]([OH:10])[C:6]=2[CH:11]=1.[O:12]1[CH2:17][CH2:16][CH2:15][CH2:14][CH2:13]1.C1(C)C=CC(S(O)(=O)=O)=CC=1.N1C=CC=CC=1. Product: [CH3:1][C:2]1[CH:3]=[CH:4][C:5]2[O:9][N:8]=[C:7]([O:10][CH:13]3[CH2:14][CH2:15][CH2:16][CH2:17][O:12]3)[C:6]=2[CH:11]=1. The catalyst class is: 1.